This data is from NCI-60 drug combinations with 297,098 pairs across 59 cell lines. The task is: Regression. Given two drug SMILES strings and cell line genomic features, predict the synergy score measuring deviation from expected non-interaction effect. (1) Drug 1: C1CN1P(=S)(N2CC2)N3CC3. Drug 2: CCN(CC)CCCC(C)NC1=C2C=C(C=CC2=NC3=C1C=CC(=C3)Cl)OC. Cell line: T-47D. Synergy scores: CSS=10.1, Synergy_ZIP=-3.61, Synergy_Bliss=-2.87, Synergy_Loewe=-5.67, Synergy_HSA=-3.28. (2) Drug 1: CC1=C(N=C(N=C1N)C(CC(=O)N)NCC(C(=O)N)N)C(=O)NC(C(C2=CN=CN2)OC3C(C(C(C(O3)CO)O)O)OC4C(C(C(C(O4)CO)O)OC(=O)N)O)C(=O)NC(C)C(C(C)C(=O)NC(C(C)O)C(=O)NCCC5=NC(=CS5)C6=NC(=CS6)C(=O)NCCC[S+](C)C)O. Drug 2: C1C(C(OC1N2C=NC3=C2NC=NCC3O)CO)O. Cell line: HS 578T. Synergy scores: CSS=39.4, Synergy_ZIP=0.484, Synergy_Bliss=0.641, Synergy_Loewe=-7.25, Synergy_HSA=1.31. (3) Drug 1: CN1C2=C(C=C(C=C2)N(CCCl)CCCl)N=C1CCCC(=O)O.Cl. Drug 2: B(C(CC(C)C)NC(=O)C(CC1=CC=CC=C1)NC(=O)C2=NC=CN=C2)(O)O. Cell line: NCIH23. Synergy scores: CSS=30.1, Synergy_ZIP=1.43, Synergy_Bliss=1.92, Synergy_Loewe=-48.2, Synergy_HSA=1.79. (4) Cell line: RPMI-8226. Synergy scores: CSS=59.2, Synergy_ZIP=11.1, Synergy_Bliss=0.144, Synergy_Loewe=-10.4, Synergy_HSA=-3.17. Drug 2: CCN(CC)CCCC(C)NC1=C2C=C(C=CC2=NC3=C1C=CC(=C3)Cl)OC. Drug 1: CN1CCC(CC1)COC2=C(C=C3C(=C2)N=CN=C3NC4=C(C=C(C=C4)Br)F)OC. (5) Drug 1: CCC1(CC2CC(C3=C(CCN(C2)C1)C4=CC=CC=C4N3)(C5=C(C=C6C(=C5)C78CCN9C7C(C=CC9)(C(C(C8N6C)(C(=O)OC)O)OC(=O)C)CC)OC)C(=O)OC)O.OS(=O)(=O)O. Drug 2: C1=NNC2=C1C(=O)NC=N2. Cell line: SN12C. Synergy scores: CSS=-2.27, Synergy_ZIP=-1.08, Synergy_Bliss=-5.20, Synergy_Loewe=-3.11, Synergy_HSA=-4.66. (6) Drug 1: C1CC(C1)(C(=O)O)C(=O)O.[NH2-].[NH2-].[Pt+2]. Drug 2: C1CC(=O)NC(=O)C1N2C(=O)C3=CC=CC=C3C2=O. Cell line: HCT116. Synergy scores: CSS=12.6, Synergy_ZIP=1.29, Synergy_Bliss=3.83, Synergy_Loewe=1.87, Synergy_HSA=-1.56.